This data is from Forward reaction prediction with 1.9M reactions from USPTO patents (1976-2016). The task is: Predict the product of the given reaction. (1) Given the reactants [CH2:1]([C:12]1[N:16]=[C:15]([C:17]2[CH:24]=[CH:23][C:20]([CH:21]=O)=[CH:19][CH:18]=2)[O:14][N:13]=1)[CH2:2][CH2:3][CH2:4][CH2:5][CH2:6][CH2:7][CH2:8][CH2:9][CH2:10][CH3:11].Br.[C:26]1([C:34]2[CH:39]=[CH:38][CH:37]=[CH:36][CH:35]=2)[CH:31]=[CH:30][CH:29]=[C:28]([CH2:32][NH2:33])[CH:27]=1, predict the reaction product. The product is: [C:26]1([C:34]2[CH:39]=[CH:38][CH:37]=[CH:36][CH:35]=2)[CH:31]=[CH:30][CH:29]=[C:28]([CH2:32][NH:33][CH2:21][C:20]2[CH:23]=[CH:24][C:17]([C:15]3[O:14][N:13]=[C:12]([CH2:1][CH2:2][CH2:3][CH2:4][CH2:5][CH2:6][CH2:7][CH2:8][CH2:9][CH2:10][CH3:11])[N:16]=3)=[CH:18][CH:19]=2)[CH:27]=1. (2) The product is: [Cl:1][C:2]1[CH:3]=[CH:4][C:5]([C:28]([F:30])([F:31])[F:29])=[C:6]([CH:27]=1)[CH2:7][N:8]1[CH2:13][CH2:12][NH:11][C:10]2[N:14]=[CH:15][C:16]([C:18]3[CH:26]=[CH:25][C:21]([C:22]([N:41]4[CH2:42][CH2:43][N:38]([C:33]5[N:32]=[CH:37][CH:36]=[CH:35][N:34]=5)[CH2:39][CH2:40]4)=[O:24])=[CH:20][CH:19]=3)=[CH:17][C:9]1=2. Given the reactants [Cl:1][C:2]1[CH:3]=[CH:4][C:5]([C:28]([F:31])([F:30])[F:29])=[C:6]([CH:27]=1)[CH2:7][N:8]1[CH2:13][CH2:12][NH:11][C:10]2[N:14]=[CH:15][C:16]([C:18]3[CH:26]=[CH:25][C:21]([C:22]([OH:24])=O)=[CH:20][CH:19]=3)=[CH:17][C:9]1=2.[N:32]1[CH:37]=[CH:36][CH:35]=[N:34][C:33]=1[N:38]1[CH2:43][CH2:42][NH:41][CH2:40][CH2:39]1, predict the reaction product.